From a dataset of Full USPTO retrosynthesis dataset with 1.9M reactions from patents (1976-2016). Predict the reactants needed to synthesize the given product. (1) The reactants are: [N:1]1[CH:6]=[CH:5][N:4]=[CH:3][C:2]=1[C:7]([NH:9][C:10]1[CH:15]=[CH:14][CH:13]=[CH:12][C:11]=1[NH:16]C(=O)OC(C)(C)C)=[O:8].FC(F)(F)C(O)=O. Given the product [NH2:16][C:11]1[CH:12]=[CH:13][CH:14]=[CH:15][C:10]=1[NH:9][C:7]([C:2]1[CH:3]=[N:4][CH:5]=[CH:6][N:1]=1)=[O:8], predict the reactants needed to synthesize it. (2) Given the product [NH2:23][C:24]1[N:25]([C:39]2[CH:44]=[CH:43][CH:42]=[CH:41][CH:40]=2)[N:26]=[C:27]2[C:36]3[CH:35]=[CH:34][C:33]([NH:37][CH2:16][CH2:17][CH2:18][N:8]4[CH2:9][CH2:10][N:2]([CH3:1])[CH2:13][CH2:14]4)=[CH:32][C:31]=3[NH:30][C:29](=[O:38])[C:28]=12, predict the reactants needed to synthesize it. The reactants are: [CH3:1][N:2]1CCNCC1.[N:8]12[CH2:18][CH2:17][CH2:16]N=[C:14]1[CH2:13]CC[CH2:10][CH2:9]2.C(C=C)=O.[NH2:23][C:24]1[N:25]([C:39]2[CH:44]=[CH:43][CH:42]=[CH:41][CH:40]=2)[N:26]=[C:27]2[C:36]3[CH:35]=[CH:34][C:33]([NH2:37])=[CH:32][C:31]=3[NH:30][C:29](=[O:38])[C:28]=12.C(O[BH-](OC(=O)C)OC(=O)C)(=O)C.[Na+].C(=O)([O-])O.[Na+]. (3) Given the product [NH2:7][C@H:8]1[CH2:13][CH2:12][C@H:11]([CH2:14][CH2:15][N:16]2[C:21]3[CH:22]=[C:23]([C:26]#[N:27])[CH:24]=[CH:25][C:20]=3[O:19][CH2:18][C:17]2=[O:28])[CH2:10][CH2:9]1, predict the reactants needed to synthesize it. The reactants are: C(OC(=O)[NH:7][C@H:8]1[CH2:13][CH2:12][C@H:11]([CH2:14][CH2:15][N:16]2[C:21]3[CH:22]=[C:23]([C:26]#[N:27])[CH:24]=[CH:25][C:20]=3[O:19][CH2:18][C:17]2=[O:28])[CH2:10][CH2:9]1)(C)(C)C.NC1CCN(CCN2C3C(=CC=C(C#N)C=3)C=CC2=O)CC1.